Dataset: Forward reaction prediction with 1.9M reactions from USPTO patents (1976-2016). Task: Predict the product of the given reaction. (1) Given the reactants [CH:1]12[CH2:14][CH:7]([CH:8]3[CH:10]1[CH:9]3[C:11](O)=[O:12])[CH:6]1[CH:2]2[CH2:3][CH2:4][CH2:5]1.C(Cl)(=O)C([Cl:18])=O, predict the reaction product. The product is: [CH:1]12[CH2:14][CH:7]([CH:8]3[CH:10]1[CH:9]3[C:11]([Cl:18])=[O:12])[CH:6]1[CH:2]2[CH2:3][CH2:4][CH2:5]1. (2) Given the reactants Br[CH2:2][C:3]1[C:4]([C:13]2[CH:18]=[CH:17][CH:16]=[CH:15][CH:14]=2)=[N:5][O:6][C:7]=1[C:8]([O:10][CH2:11][CH3:12])=[O:9].[CH2:19]([O:21][C:22](=[O:36])[CH2:23][NH:24][CH2:25][C:26]1[CH:31]=[CH:30][C:29]([O:32][CH3:33])=[CH:28][C:27]=1[O:34][CH3:35])[CH3:20].C(=O)([O-])[O-].[K+].[K+].CCOC(C)=O, predict the reaction product. The product is: [CH3:35][O:34][C:27]1[CH:28]=[C:29]([O:32][CH3:33])[CH:30]=[CH:31][C:26]=1[CH2:25][N:24]([CH2:2][C:3]1[C:4]([C:13]2[CH:18]=[CH:17][CH:16]=[CH:15][CH:14]=2)=[N:5][O:6][C:7]=1[C:8]([O:10][CH2:11][CH3:12])=[O:9])[CH2:23][C:22]([O:21][CH2:19][CH3:20])=[O:36]. (3) Given the reactants [Cl:1][C:2]1(C=O)[CH:7]=[CH:6][C:5]([CH3:8])=[CH:4][NH:3]1.C1[N:16]2[CH2:17][CH2:18]N(CC2)C1.[C:19](#N)C=C.[CH2:23]([O:25]CC)C, predict the reaction product. The product is: [Cl:1][C:2]1[C:7]([CH:23]([OH:25])[C:18](=[CH2:19])[C:17]#[N:16])=[CH:6][C:5]([CH3:8])=[CH:4][N:3]=1.